From a dataset of Full USPTO retrosynthesis dataset with 1.9M reactions from patents (1976-2016). Predict the reactants needed to synthesize the given product. (1) Given the product [Cl:1][C:2]1[C:3]([N:46]([CH2:47][CH2:51][CH2:50][CH3:53])[CH2:42][CH2:43][CH2:44][CH3:45])=[N:4][N:5]([C:8]2[CH:18]=[CH:17][C:11]([C:12]([O:14][CH2:15][CH3:16])=[O:13])=[CH:10][C:9]=2[C:19]([N:21]2[CH2:30][CH2:29][C:28]3[C:27](=[CH:26][CH:25]=[CH:24][CH:23]=3)[CH2:22]2)=[O:20])[C:6]=1[CH3:7], predict the reactants needed to synthesize it. The reactants are: [Cl:1][C:2]1[C:3](C(=O)N(CCCC)CCCC)=[N:4][N:5]([C:8]2[CH:18]=[CH:17][C:11]([C:12]([O:14][CH2:15][CH3:16])=[O:13])=[CH:10][C:9]=2[C:19]([N:21]2[CH2:30][CH2:29][C:28]3[C:23](=[CH:24][CH:25]=[CH:26][CH:27]=3)[CH2:22]2)=[O:20])[C:6]=1[CH3:7].[CH2:42]([N:46](CCCC)[C:47]1[C:51](Cl)=[C:50]([CH3:53])NN=1)[CH2:43][CH2:44][CH3:45].FC1C=CC(C(OCC)=O)=CC=1C(N1CCC2C(=CC=CC=2)C1)=O. (2) Given the product [Br:1][C:2]1[CH:3]=[C:4]2[C:9](=[CH:10][CH:11]=1)[CH:8]=[C:7]([C:12](=[O:13])[CH:19]=[N+:20]=[N-:21])[CH:6]=[CH:5]2, predict the reactants needed to synthesize it. The reactants are: [Br:1][C:2]1[CH:3]=[C:4]2[C:9](=[CH:10][CH:11]=1)[CH:8]=[C:7]([C:12](Cl)=[O:13])[CH:6]=[CH:5]2.[Si]([CH:19]=[N+:20]=[N-:21])(C)(C)C. (3) Given the product [F:44][C:45]([F:50])([F:49])[C@@H:46]([OH:47])[CH2:48][C:28]([C:31]1[CH:36]=[CH:35][CH:34]=[C:33]([O:37][C:38]([F:41])([F:40])[F:39])[CH:32]=1)([C:24]1[CH:25]=[CH:26][CH:27]=[C:22]([O:21][C:20]([F:42])([F:43])[F:19])[CH:23]=1)[C:29]#[N:30], predict the reactants needed to synthesize it. The reactants are: C(NC(C)C)(C)C.[Li]CCCC.CCCCCC.[F:19][C:20]([F:43])([F:42])[O:21][C:22]1[CH:23]=[C:24]([CH:28]([C:31]2[CH:36]=[CH:35][CH:34]=[C:33]([O:37][C:38]([F:41])([F:40])[F:39])[CH:32]=2)[C:29]#[N:30])[CH:25]=[CH:26][CH:27]=1.[F:44][C:45]([F:50])([F:49])[C@@H:46]1[CH2:48][O:47]1. (4) Given the product [CH3:34][O:33][C:31](=[O:32])[NH:29][CH:27]([CH3:28])[CH2:26][CH2:25][C:22]1[CH:21]=[CH:20][C:19]([O:18][C:15]2[CH:16]=[N:17][C:12]([O:11][CH:8]([CH3:10])[CH3:9])=[CH:13][CH:14]=2)=[CH:24][CH:23]=1, predict the reactants needed to synthesize it. The reactants are: FC(F)(F)C(O)=O.[CH:8]([O:11][C:12]1[N:17]=[CH:16][C:15]([O:18][C:19]2[CH:24]=[CH:23][C:22]([CH2:25][CH2:26][CH:27]([NH2:29])[CH3:28])=[CH:21][CH:20]=2)=[CH:14][CH:13]=1)([CH3:10])[CH3:9].Cl[C:31]([O:33][CH3:34])=[O:32]. (5) Given the product [NH2:25][C:12]1[CH:13]=[C:14]([C:17]2[CH:22]=[CH:21][C:20]([F:23])=[C:19]([F:24])[CH:18]=2)[CH:15]=[CH:16][C:11]=1[C:9]([NH:8][C@H:7]([C:28]([O:30][CH3:31])=[O:29])[C@@H:6]([CH3:32])[O:5][CH:1]1[CH2:2][CH2:3][CH2:4]1)=[O:10], predict the reactants needed to synthesize it. The reactants are: [CH:1]1([O:5][C@H:6]([CH3:32])[C@@H:7]([C:28]([O:30][CH3:31])=[O:29])[NH:8][C:9]([C:11]2[CH:16]=[CH:15][C:14]([C:17]3[CH:22]=[CH:21][C:20]([F:23])=[C:19]([F:24])[CH:18]=3)=[CH:13][C:12]=2[N+:25]([O-])=O)=[O:10])[CH2:4][CH2:3][CH2:2]1.[Cl-].[NH4+].[In]. (6) Given the product [Br:18][C:19]1[CH:20]=[CH:21][C:22]([C@@H:25]2[CH2:27][C@H:26]2[N:28]([CH2:29][CH:30]2[CH2:35][CH2:34][N:33]([C:36]([O:38][C:39]([CH3:42])([CH3:41])[CH3:40])=[O:37])[CH2:32][CH2:31]2)[C:8]([O:7][C:4]([CH3:6])([CH3:5])[CH3:3])=[O:9])=[CH:23][CH:24]=1, predict the reactants needed to synthesize it. The reactants are: [OH-].[Na+].[CH3:3][C:4]([O:7][C:8](O[C:8]([O:7][C:4]([CH3:6])([CH3:5])[CH3:3])=[O:9])=[O:9])([CH3:6])[CH3:5].[Br:18][C:19]1[CH:24]=[CH:23][C:22]([C@@H:25]2[CH2:27][C@H:26]2[NH:28][CH2:29][CH:30]2[CH2:35][CH2:34][N:33]([C:36]([O:38][C:39]([CH3:42])([CH3:41])[CH3:40])=[O:37])[CH2:32][CH2:31]2)=[CH:21][CH:20]=1.O. (7) Given the product [OH:1][C:2]1[CH:3]=[C:4]([C@H:8]([CH2:14][CH2:15][CH2:16][CH3:17])[CH2:9][C:10]([O:12][CH3:13])=[O:11])[CH:5]=[CH:6][CH:7]=1, predict the reactants needed to synthesize it. The reactants are: [OH:1][C:2]1[CH:3]=[C:4]([C@@H:8](/[CH:14]=[CH:15]/[CH2:16][CH3:17])[CH2:9][C:10]([O:12][CH3:13])=[O:11])[CH:5]=[CH:6][CH:7]=1. (8) Given the product [OH:19][C:12]1[C:13]2[CH:18]=[N:17][CH:16]=[N:15][C:14]=2[N:9]([OH:8])[C:10](=[O:25])[C:11]=1[C:20]([O:22][CH2:23][CH3:24])=[O:21], predict the reactants needed to synthesize it. The reactants are: C([O:8][N:9]1[C:14]2[N:15]=[CH:16][N:17]=[CH:18][C:13]=2[C:12]([OH:19])=[C:11]([C:20]([O:22][CH2:23][CH3:24])=[O:21])[C:10]1=[O:25])C1C=CC=CC=1.CO.[H][H]. (9) Given the product [NH2:4][CH2:3][C:2]([N:7]1[CH2:12][CH2:11][CH2:10][CH2:9][CH2:8]1)([CH3:6])[CH3:5], predict the reactants needed to synthesize it. The reactants are: O[C:2]([CH3:6])([CH3:5])[C:3]#[N:4].[NH:7]1[CH2:12][CH2:11][CH2:10][CH2:9][CH2:8]1. (10) Given the product [CH2:23]([O:22][C:19]1[C:18]2[C:13](=[CH:14][CH:15]=[C:16]([F:30])[CH:17]=2)[CH:12]=[C:11]([CH2:9][OH:8])[C:20]=1[CH3:21])[C:24]1[CH:25]=[CH:26][CH:27]=[CH:28][CH:29]=1, predict the reactants needed to synthesize it. The reactants are: [H-].[Al+3].[Li+].[H-].[H-].[H-].C[O:8][C:9]([C:11]1[C:20]([CH3:21])=[C:19]([O:22][CH2:23][C:24]2[CH:29]=[CH:28][CH:27]=[CH:26][CH:25]=2)[C:18]2[C:13](=[CH:14][CH:15]=[C:16]([F:30])[CH:17]=2)[CH:12]=1)=O.Cl.